This data is from Peptide-MHC class I binding affinity with 185,985 pairs from IEDB/IMGT. The task is: Regression. Given a peptide amino acid sequence and an MHC pseudo amino acid sequence, predict their binding affinity value. This is MHC class I binding data. (1) The peptide sequence is LVKMINHLK. The MHC is HLA-A68:02 with pseudo-sequence HLA-A68:02. The binding affinity (normalized) is 0. (2) The peptide sequence is RQFPTAEEF. The MHC is Mamu-B52 with pseudo-sequence Mamu-B52. The binding affinity (normalized) is 0.420. (3) The peptide sequence is VSNAVRHAK. The MHC is HLA-A03:01 with pseudo-sequence HLA-A03:01. The binding affinity (normalized) is 0.440. (4) The peptide sequence is AYIDNYNKF. The MHC is HLA-A02:06 with pseudo-sequence HLA-A02:06. The binding affinity (normalized) is 0. (5) The peptide sequence is YLFQWNDNV. The MHC is HLA-B27:05 with pseudo-sequence HLA-B27:05. The binding affinity (normalized) is 0.0847. (6) The peptide sequence is EISTNIRQA. The MHC is HLA-A26:01 with pseudo-sequence HLA-A26:01. The binding affinity (normalized) is 0.0579. (7) The peptide sequence is IAIPAHVRL. The MHC is HLA-B27:05 with pseudo-sequence HLA-B27:05. The binding affinity (normalized) is 0.0847. (8) The peptide sequence is HIGPGRAFY. The MHC is HLA-A03:01 with pseudo-sequence HLA-A03:01. The binding affinity (normalized) is 0.821. (9) The peptide sequence is YLYALIYFL. The MHC is HLA-A02:06 with pseudo-sequence HLA-A02:06. The binding affinity (normalized) is 1.00.